From a dataset of Full USPTO retrosynthesis dataset with 1.9M reactions from patents (1976-2016). Predict the reactants needed to synthesize the given product. (1) Given the product [O:34]1[CH:35]=[CH:36][CH:37]=[C:33]1[C:30]1[N:29]=[N:28][C:27]([NH:26][C:21]([C:19]2[CH:18]=[CH:17][C:16]3[N:12]([CH2:11][CH2:10][CH2:9][NH2:8])[C:13]([CH2:24][CH3:25])=[N:14][C:15]=3[CH:20]=2)=[O:23])=[CH:32][CH:31]=1, predict the reactants needed to synthesize it. The reactants are: C(OC([NH:8][CH2:9][CH2:10][CH2:11][N:12]1[C:16]2[CH:17]=[CH:18][C:19]([C:21]([OH:23])=O)=[CH:20][C:15]=2[N:14]=[C:13]1[CH2:24][CH3:25])=O)(C)(C)C.[NH2:26][C:27]1[N:28]=[N:29][C:30]([C:33]2[O:34][CH:35]=[CH:36][CH:37]=2)=[CH:31][CH:32]=1. (2) Given the product [CH2:26]([C:20]1[C:21](=[O:22])[N:15]2[N:14]=[CH:13][C:12]([C:9]3[NH:8][C:7]([C:2]4[CH:3]=[CH:4][CH:5]=[CH:6][N:1]=4)=[N:11][CH:10]=3)=[C:16]2[NH:17][C:18]=1[CH3:19])[CH3:27], predict the reactants needed to synthesize it. The reactants are: [N:1]1[CH:6]=[CH:5][CH:4]=[CH:3][C:2]=1[C:7]1[NH:8][C:9]([C:12]2[CH:13]=[N:14][NH:15][C:16]=2[NH2:17])=[CH:10][N:11]=1.[CH2:18]([CH:20]([C:26](=O)[CH3:27])[C:21](OCC)=[O:22])[CH3:19]. (3) The reactants are: [Cl:1][C:2]1[C:3]([C:22](=[O:32])[N:23]([CH2:28][CH2:29][CH2:30][CH3:31])[CH2:24][CH2:25][CH2:26][CH3:27])=[N:4][N:5]([C:8]2[CH:16]=[CH:15][C:11]([C:12]([OH:14])=O)=[CH:10][C:9]=2[C:17]([O:19][CH2:20][CH3:21])=[O:18])[C:6]=1[CH3:7].[O:33]1[CH2:38][CH2:37][N:36]([CH2:39][CH2:40][O:41][C:42]2[CH:43]=[CH:44][CH:45]=[C:46]3[C:51]=2[CH:50]=[C:49]([S:52]([NH2:55])(=[O:54])=[O:53])[CH:48]=[CH:47]3)[CH2:35][CH2:34]1. Given the product [Cl:1][C:2]1[C:3]([C:22](=[O:32])[N:23]([CH2:28][CH2:29][CH2:30][CH3:31])[CH2:24][CH2:25][CH2:26][CH3:27])=[N:4][N:5]([C:8]2[CH:16]=[CH:15][C:11]([C:12](=[O:14])[NH:55][S:52]([C:49]3[CH:48]=[CH:47][C:46]4[C:51](=[C:42]([O:41][CH2:40][CH2:39][N:36]5[CH2:35][CH2:34][O:33][CH2:38][CH2:37]5)[CH:43]=[CH:44][CH:45]=4)[CH:50]=3)(=[O:53])=[O:54])=[CH:10][C:9]=2[C:17]([O:19][CH2:20][CH3:21])=[O:18])[C:6]=1[CH3:7], predict the reactants needed to synthesize it. (4) Given the product [OH:34][CH2:33][C@@H:30]1[O:29][C:28]([C:26]2[NH:27][C:23]([C:8]3[CH:7]=[C:6]([CH:11]=[C:10]([O:12][C:13]4[CH:18]=[N:17][C:16]([S:19]([CH3:22])(=[O:21])=[O:20])=[CH:15][N:14]=4)[CH:9]=3)[O:5][C@@H:4]([CH3:35])[CH2:3][OH:2])=[CH:24][CH:25]=2)=[N:32][CH2:31]1, predict the reactants needed to synthesize it. The reactants are: C[O:2][CH2:3][C@H:4]([CH3:35])[O:5][C:6]1[CH:7]=[C:8]([C:23]2[NH:27][C:26]([C:28]3[O:29][C@@H:30]([CH2:33][OH:34])[CH2:31][N:32]=3)=[CH:25][CH:24]=2)[CH:9]=[C:10]([O:12][C:13]2[CH:18]=[N:17][C:16]([S:19]([CH3:22])(=[O:21])=[O:20])=[CH:15][N:14]=2)[CH:11]=1.B(Br)(Br)Br.C(=O)([O-])O.[Na+]. (5) Given the product [C:20]([NH:19][C:15]1[CH:14]=[C:13]([C:12]2[C:8]([C:4]3[CH:3]=[C:2]([NH:1][C:42]([NH:41][C:38]4[CH:37]=[CH:36][C:35]([C:34]([F:33])([F:44])[F:45])=[CH:40][CH:39]=4)=[O:43])[CH:7]=[CH:6][CH:5]=3)=[N:9][N:10]([CH2:24][C:25]3[CH:26]=[CH:27][C:28]([O:31][CH3:32])=[CH:29][CH:30]=3)[CH:11]=2)[CH:18]=[CH:17][N:16]=1)([CH3:23])([CH3:22])[CH3:21], predict the reactants needed to synthesize it. The reactants are: [NH2:1][C:2]1[CH:3]=[C:4]([C:8]2[C:12]([C:13]3[CH:18]=[CH:17][N:16]=[C:15]([NH:19][C:20]([CH3:23])([CH3:22])[CH3:21])[CH:14]=3)=[CH:11][N:10]([CH2:24][C:25]3[CH:30]=[CH:29][C:28]([O:31][CH3:32])=[CH:27][CH:26]=3)[N:9]=2)[CH:5]=[CH:6][CH:7]=1.[F:33][C:34]([F:45])([F:44])[C:35]1[CH:40]=[CH:39][C:38]([N:41]=[C:42]=[O:43])=[CH:37][CH:36]=1.[Na]. (6) Given the product [CH3:32][C:31]1([C:14]([O:16][CH:4]([CH3:7])[CH3:3])=[O:15])[O:34][C:22]2[C:23]3[C:28]([C:19](=[O:30])[C:20](=[O:29])[C:21]=2[S:1][CH2:33]1)=[CH:27][CH:26]=[CH:25][CH:24]=3, predict the reactants needed to synthesize it. The reactants are: [SH-:1].[Na+].[CH3:3][C:4]1([C:7](OC)=O)CO1.Cl.FC(F)(F)[C:14]([OH:16])=[O:15].[C:19]1(=[O:30])[C:28]2[C:23](=[CH:24][CH:25]=[CH:26][CH:27]=2)[CH:22]=[CH:21][C:20]1=[O:29].[CH:31]([OH:34])([CH3:33])[CH3:32]. (7) Given the product [CH3:1][O:2][C:3]([C@@H:5]1[CH2:9][C@@H:8]([S:10]([C:13]2[CH:18]=[CH:17][C:16]([F:19])=[CH:15][C:14]=2[C:20]([F:23])([F:21])[F:22])(=[O:12])=[O:11])[CH2:7][N:6]1[C:24]1[N:37]([C:35]2[CH:34]=[CH:33][N:32]=[C:31]([Cl:30])[CH:36]=2)[N:38]=[C:26]([CH3:27])[CH:25]=1)=[O:4], predict the reactants needed to synthesize it. The reactants are: [CH3:1][O:2][C:3]([C@@H:5]1[CH2:9][C@@H:8]([S:10]([C:13]2[CH:18]=[CH:17][C:16]([F:19])=[CH:15][C:14]=2[C:20]([F:23])([F:22])[F:21])(=[O:12])=[O:11])[CH2:7][N:6]1[C:24](=S)[CH2:25][C:26](=O)[CH3:27])=[O:4].[Cl:30][C:31]1[CH:36]=[C:35]([NH:37][NH2:38])[CH:34]=[CH:33][N:32]=1. (8) Given the product [Cl:1][C:2]1[CH:7]=[CH:6][C:5]([C@H:8]2[N:15]3[C:11]([S:12][C:13]([C:20]([N:33]4[CH2:34][CH2:35][NH:30][C:31](=[O:36])[CH2:32]4)=[O:22])=[C:14]3[CH2:16][CH:17]([CH3:18])[CH3:19])=[N:10][C@H:9]2[C:23]2[CH:28]=[CH:27][C:26]([Cl:29])=[CH:25][CH:24]=2)=[CH:4][CH:3]=1, predict the reactants needed to synthesize it. The reactants are: [Cl:1][C:2]1[CH:7]=[CH:6][C:5]([C@H:8]2[N:15]3[C:11]([S:12][C:13]([C:20]([OH:22])=O)=[C:14]3[CH2:16][CH:17]([CH3:19])[CH3:18])=[N:10][C@H:9]2[C:23]2[CH:28]=[CH:27][C:26]([Cl:29])=[CH:25][CH:24]=2)=[CH:4][CH:3]=1.[NH:30]1[CH2:35][CH2:34][NH:33][CH2:32][C:31]1=[O:36]. (9) Given the product [NH2:35][C:33](=[O:34])[CH2:32][N:13]1[CH:12]([NH:11][S:8]([C:5]2[CH:4]=[CH:3][C:2]([CH3:1])=[CH:7][CH:6]=2)(=[O:9])=[O:10])[CH:21]=[CH:20][C:15]([C:16]([O:18][CH3:19])=[O:17])=[CH:14]1, predict the reactants needed to synthesize it. The reactants are: [CH3:1][C:2]1[CH:7]=[CH:6][C:5]([S:8]([NH:11][C:12]2[CH:21]=[CH:20][C:15]([C:16]([O:18][CH3:19])=[O:17])=[CH:14][N:13]=2)(=[O:10])=[O:9])=[CH:4][CH:3]=1.CCN(C(C)C)C(C)C.Br[CH2:32][C:33]([NH2:35])=[O:34].O. (10) Given the product [CH:1]1([N:4]([CH:18]2[CH2:23][CH2:22][N:21]([C:32](=[O:33])[CH2:31][CH:30]([C:24]3[CH:29]=[CH:28][CH:27]=[CH:26][CH:25]=3)[C:35]3[CH:40]=[CH:39][CH:38]=[CH:37][CH:36]=3)[CH2:20][CH2:19]2)[S:5]([C:8]2[CH:13]=[CH:12][CH:11]=[C:10]([C:14]([F:17])([F:15])[F:16])[CH:9]=2)(=[O:6])=[O:7])[CH2:3][CH2:2]1, predict the reactants needed to synthesize it. The reactants are: [CH:1]1([N:4]([CH:18]2[CH2:23][CH2:22][NH:21][CH2:20][CH2:19]2)[S:5]([C:8]2[CH:13]=[CH:12][CH:11]=[C:10]([C:14]([F:17])([F:16])[F:15])[CH:9]=2)(=[O:7])=[O:6])[CH2:3][CH2:2]1.[C:24]1([CH:30]([C:35]2[CH:40]=[CH:39][CH:38]=[CH:37][CH:36]=2)[CH2:31][C:32](O)=[O:33])[CH:29]=[CH:28][CH:27]=[CH:26][CH:25]=1.